From a dataset of Peptide-MHC class I binding affinity with 185,985 pairs from IEDB/IMGT. Regression. Given a peptide amino acid sequence and an MHC pseudo amino acid sequence, predict their binding affinity value. This is MHC class I binding data. (1) The peptide sequence is WAIINTIYF. The MHC is H-2-Db with pseudo-sequence H-2-Db. The binding affinity (normalized) is 0.617. (2) The peptide sequence is MSDWGHITV. The MHC is HLA-A02:06 with pseudo-sequence HLA-A02:06. The binding affinity (normalized) is 1.00. (3) The peptide sequence is KTMVAFIRK. The MHC is HLA-A30:01 with pseudo-sequence HLA-A30:01. The binding affinity (normalized) is 0.780. (4) The peptide sequence is TTLLSLTFV. The MHC is HLA-A02:01 with pseudo-sequence HLA-A02:01. The binding affinity (normalized) is 0.435.